Dataset: NCI-60 drug combinations with 297,098 pairs across 59 cell lines. Task: Regression. Given two drug SMILES strings and cell line genomic features, predict the synergy score measuring deviation from expected non-interaction effect. (1) Drug 1: CCC1=CC2CC(C3=C(CN(C2)C1)C4=CC=CC=C4N3)(C5=C(C=C6C(=C5)C78CCN9C7C(C=CC9)(C(C(C8N6C)(C(=O)OC)O)OC(=O)C)CC)OC)C(=O)OC.C(C(C(=O)O)O)(C(=O)O)O. Drug 2: C1=CC(=C2C(=C1NCCNCCO)C(=O)C3=C(C=CC(=C3C2=O)O)O)NCCNCCO. Cell line: HOP-92. Synergy scores: CSS=52.7, Synergy_ZIP=-2.81, Synergy_Bliss=-1.15, Synergy_Loewe=2.07, Synergy_HSA=4.76. (2) Drug 1: CC1C(C(=O)NC(C(=O)N2CCCC2C(=O)N(CC(=O)N(C(C(=O)O1)C(C)C)C)C)C(C)C)NC(=O)C3=C4C(=C(C=C3)C)OC5=C(C(=O)C(=C(C5=N4)C(=O)NC6C(OC(=O)C(N(C(=O)CN(C(=O)C7CCCN7C(=O)C(NC6=O)C(C)C)C)C)C(C)C)C)N)C. Drug 2: C#CCC(CC1=CN=C2C(=N1)C(=NC(=N2)N)N)C3=CC=C(C=C3)C(=O)NC(CCC(=O)O)C(=O)O. Cell line: COLO 205. Synergy scores: CSS=58.9, Synergy_ZIP=-0.784, Synergy_Bliss=-4.49, Synergy_Loewe=-20.5, Synergy_HSA=-1.98. (3) Drug 1: CCC1=CC2CC(C3=C(CN(C2)C1)C4=CC=CC=C4N3)(C5=C(C=C6C(=C5)C78CCN9C7C(C=CC9)(C(C(C8N6C)(C(=O)OC)O)OC(=O)C)CC)OC)C(=O)OC.C(C(C(=O)O)O)(C(=O)O)O. Drug 2: CCCCC(=O)OCC(=O)C1(CC(C2=C(C1)C(=C3C(=C2O)C(=O)C4=C(C3=O)C=CC=C4OC)O)OC5CC(C(C(O5)C)O)NC(=O)C(F)(F)F)O. Cell line: NCI/ADR-RES. Synergy scores: CSS=3.00, Synergy_ZIP=4.12, Synergy_Bliss=-1.40, Synergy_Loewe=0.00935, Synergy_HSA=-0.276. (4) Drug 1: CC12CCC3C(C1CCC2OP(=O)(O)O)CCC4=C3C=CC(=C4)OC(=O)N(CCCl)CCCl.[Na+]. Drug 2: COCCOC1=C(C=C2C(=C1)C(=NC=N2)NC3=CC=CC(=C3)C#C)OCCOC.Cl. Cell line: MALME-3M. Synergy scores: CSS=-27.5, Synergy_ZIP=35.7, Synergy_Bliss=44.2, Synergy_Loewe=-7.39, Synergy_HSA=-0.424. (5) Drug 1: CN(C)N=NC1=C(NC=N1)C(=O)N. Drug 2: C1=C(C(=O)NC(=O)N1)F. Cell line: PC-3. Synergy scores: CSS=34.5, Synergy_ZIP=2.57, Synergy_Bliss=2.31, Synergy_Loewe=-3.81, Synergy_HSA=2.63. (6) Drug 1: C1CN1C2=NC(=NC(=N2)N3CC3)N4CC4. Drug 2: CCN(CC)CCCC(C)NC1=C2C=C(C=CC2=NC3=C1C=CC(=C3)Cl)OC. Cell line: A498. Synergy scores: CSS=17.3, Synergy_ZIP=-7.81, Synergy_Bliss=-3.59, Synergy_Loewe=-1.07, Synergy_HSA=-0.395.